From a dataset of Peptide-MHC class II binding affinity with 134,281 pairs from IEDB. Regression. Given a peptide amino acid sequence and an MHC pseudo amino acid sequence, predict their binding affinity value. This is MHC class II binding data. (1) The MHC is HLA-DQA10101-DQB10501 with pseudo-sequence HLA-DQA10101-DQB10501. The binding affinity (normalized) is 0.760. The peptide sequence is KFTYLINYIQDEINT. (2) The peptide sequence is AAAAYRAAAAAA. The MHC is H-2-IAu with pseudo-sequence H-2-IAu. The binding affinity (normalized) is 0.683. (3) The peptide sequence is FIFGEARSLYLNTEL. The MHC is HLA-DPA10201-DPB10501 with pseudo-sequence HLA-DPA10201-DPB10501. The binding affinity (normalized) is 0.309. (4) The peptide sequence is APEVKYTVFETALKE. The MHC is HLA-DQA10501-DQB10301 with pseudo-sequence HLA-DQA10501-DQB10301. The binding affinity (normalized) is 0.236. (5) The peptide sequence is GYKVQTNGPWMQVPL. The MHC is DRB1_1101 with pseudo-sequence DRB1_1101. The binding affinity (normalized) is 0.420. (6) The peptide sequence is VCGMFTNRSGSQQ. The MHC is H-2-IAb with pseudo-sequence H-2-IAb. The binding affinity (normalized) is 0. (7) The peptide sequence is YAIGGSSNPTILSEG. The MHC is HLA-DPA10201-DPB10101 with pseudo-sequence HLA-DPA10201-DPB10101. The binding affinity (normalized) is 0.211.